Dataset: Forward reaction prediction with 1.9M reactions from USPTO patents (1976-2016). Task: Predict the product of the given reaction. (1) Given the reactants [I:1][C:2]1[CH:3]=[C:4]([S:10]([CH3:13])(=[O:12])=[O:11])[CH:5]=[C:6]([O:8]C)[CH:7]=1.[I-].[Na+].C[Si](Cl)(C)C, predict the reaction product. The product is: [I:1][C:2]1[CH:7]=[C:6]([OH:8])[CH:5]=[C:4]([S:10]([CH3:13])(=[O:11])=[O:12])[CH:3]=1. (2) Given the reactants [CH2:1]([O:3][P:4]([C:9]1[CH:14]=[CH:13][C:12]([C:15]2[N:20]=[CH:19][C:18]([C:21]([NH:24]C(=O)OC(C)(C)C)([CH3:23])[CH3:22])=[CH:17][CH:16]=2)=[CH:11][CH:10]=1)([O:6][CH2:7][CH3:8])=[O:5])[CH3:2], predict the reaction product. The product is: [NH2:24][C:21]([C:18]1[CH:17]=[CH:16][C:15]([C:12]2[CH:13]=[CH:14][C:9]([P:4](=[O:5])([O:6][CH2:7][CH3:8])[O:3][CH2:1][CH3:2])=[CH:10][CH:11]=2)=[N:20][CH:19]=1)([CH3:22])[CH3:23]. (3) Given the reactants [CH2:1]([NH:3][C:4]([NH:6][C:7]1[CH:12]=[CH:11][C:10]([C:13]2[N:14]=[C:15]([N:23]3[CH2:28][CH2:27][O:26][CH2:25][C@@H:24]3[CH2:29][CH3:30])[C:16]3[CH2:22][CH2:21][NH:20][CH2:19][C:17]=3[N:18]=2)=[CH:9][CH:8]=1)=[O:5])[CH3:2].[F:31][C:32]([F:36])([F:35])[CH2:33]I, predict the reaction product. The product is: [CH2:1]([NH:3][C:4]([NH:6][C:7]1[CH:8]=[CH:9][C:10]([C:13]2[N:14]=[C:15]([N:23]3[CH2:28][CH2:27][O:26][CH2:25][C@@H:24]3[CH2:29][CH3:30])[C:16]3[CH2:22][CH2:21][N:20]([CH2:33][C:32]([F:36])([F:35])[F:31])[CH2:19][C:17]=3[N:18]=2)=[CH:11][CH:12]=1)=[O:5])[CH3:2]. (4) Given the reactants [CH3:1][N:2]1[C:7](=[O:8])[C:6]2=[CH:9][NH:10][CH:11]=[C:5]2[N:4]2[C@H:12]3[CH2:17][CH2:16][CH2:15][C@H:13]3[N:14]=[C:3]12.Cl[CH2:19][C:20]1[CH:25]=[CH:24][C:23]([O:26][CH3:27])=[CH:22][CH:21]=1.C(=O)([O-])[O-].[Cs+].[Cs+], predict the reaction product. The product is: [CH3:1][N:2]1[C:7](=[O:8])[C:6]2=[CH:9][N:10]([CH2:19][C:20]3[CH:25]=[CH:24][C:23]([O:26][CH3:27])=[CH:22][CH:21]=3)[CH:11]=[C:5]2[N:4]2[C@H:12]3[CH2:17][CH2:16][CH2:15][C@H:13]3[N:14]=[C:3]12. (5) Given the reactants [CH:1]1([C:7]([O-:9])=[O:8])[CH2:6][CH2:5][CH2:4][CH2:3][CH2:2]1.[OH-].[Na+].Cl, predict the reaction product. The product is: [CH:1]1([C:7]([OH:9])=[O:8])[CH2:6][CH2:5][CH2:4][CH2:3][CH2:2]1. (6) Given the reactants [CH2:1]([N:3]1[C:11]2[CH:10]=[C:9]3[NH:12][C:13]([C:15]4[C:23]5[C:18](=[CH:19][CH:20]=[C:21]([C:24]#[N:25])[CH:22]=5)[NH:17][N:16]=4)=[N:14][C:8]3=[CH:7][C:6]=2[C:5]([CH3:27])([CH3:26])[C:4]1=[O:28])[CH3:2].C[Sn]([N:33]=[N+:34]=[N-:35])(C)C.CN(C=O)C, predict the reaction product. The product is: [CH2:1]([N:3]1[C:11]2[CH:10]=[C:9]3[NH:12][C:13]([C:15]4[C:23]5[C:18](=[CH:19][CH:20]=[C:21]([C:24]6[NH:35][N:34]=[N:33][N:25]=6)[CH:22]=5)[NH:17][N:16]=4)=[N:14][C:8]3=[CH:7][C:6]=2[C:5]([CH3:27])([CH3:26])[C:4]1=[O:28])[CH3:2]. (7) Given the reactants Cl[C:2]1[N:7]=[C:6]([NH:8][C:9]2[C:18]([F:19])=[CH:17][CH:16]=[CH:15][C:10]=2[C:11]([NH:13][CH3:14])=[O:12])[C:5]([Cl:20])=[CH:4][N:3]=1.[NH2:21][C:22]1[CH:23]=[CH:24][C:25]2[CH2:31][CH2:30][CH2:29][NH:28][C:27](=[O:32])[C:26]=2[CH:33]=1.CC1(C)[C@]2(CS(O)(=O)=O)C(C[C@H]1CC2)=O, predict the reaction product. The product is: [Cl:20][C:5]1[C:6]([NH:8][C:9]2[C:18]([F:19])=[CH:17][CH:16]=[CH:15][C:10]=2[C:11]([NH:13][CH3:14])=[O:12])=[N:7][C:2]([NH:21][C:22]2[CH:23]=[CH:24][C:25]3[CH2:31][CH2:30][CH2:29][NH:28][C:27](=[O:32])[C:26]=3[CH:33]=2)=[N:3][CH:4]=1. (8) Given the reactants Br[C:2]1[CH:7]=[CH:6][C:5]([C@@H:8]2[C@@H:10]([C:11]3[CH:16]=[CH:15][CH:14]=[CH:13][CH:12]=3)[C@H:9]2[C:17]([O:19][CH3:20])=[O:18])=[CH:4][CH:3]=1.[C:21]([O:25][C:26]([N:28]1[CH2:33][CH:32]=[C:31](B(O)O)[CH2:30][CH2:29]1)=[O:27])([CH3:24])([CH3:23])[CH3:22], predict the reaction product. The product is: [C:21]([O:25][C:26]([N:28]1[CH2:33][CH2:32][C:31]([C:2]2[CH:7]=[CH:6][C:5]([C@@H:8]3[C@@H:10]([C:11]4[CH:16]=[CH:15][CH:14]=[CH:13][CH:12]=4)[C@H:9]3[C:17]([O:19][CH3:20])=[O:18])=[CH:4][CH:3]=2)=[CH:30][CH2:29]1)=[O:27])([CH3:24])([CH3:22])[CH3:23]. (9) Given the reactants [N:1]1[C:11]2[NH:10][C:9]3[CH:12]=[CH:13][CH:14]=[CH:15][C:8]=3[C:7](=O)[NH:6][C:5]=2[CH:4]=[CH:3][CH:2]=1.P(Cl)(Cl)(Cl)(Cl)[Cl:18], predict the reaction product. The product is: [Cl:18][C:7]1[C:8]2[CH:15]=[CH:14][CH:13]=[CH:12][C:9]=2[NH:10][C:11]2[N:1]=[CH:2][CH:3]=[CH:4][C:5]=2[N:6]=1. (10) Given the reactants Br[C:2]1[CH:7]=[CH:6][CH:5]=[CH:4][C:3]=1Br.[CH2:9]([OH:14])[CH2:10][CH2:11][C:12]#[CH:13], predict the reaction product. The product is: [OH:14][CH2:9][CH2:10][CH2:11][C:12]#[C:13][C:2]1[CH:7]=[CH:6][CH:5]=[CH:4][C:3]=1[C:13]#[C:12][CH2:11][CH2:10][CH2:9][OH:14].